This data is from Peptide-MHC class I binding affinity with 185,985 pairs from IEDB/IMGT. The task is: Regression. Given a peptide amino acid sequence and an MHC pseudo amino acid sequence, predict their binding affinity value. This is MHC class I binding data. (1) The peptide sequence is APPPQRAAM. The MHC is BoLA-AW10 with pseudo-sequence BoLA-AW10. The binding affinity (normalized) is 0.0641. (2) The peptide sequence is TRYPLTFGW. The MHC is HLA-B07:02 with pseudo-sequence HLA-B07:02. The binding affinity (normalized) is 0. (3) The peptide sequence is DLMGYRMYV. The MHC is H-2-Kb with pseudo-sequence YVEYYREKAGNSFVDTLYIVSQYYTWAELAYTWY. The binding affinity (normalized) is 0.107. (4) The peptide sequence is PYCNYTKFW. The MHC is HLA-A23:01 with pseudo-sequence HLA-A23:01. The binding affinity (normalized) is 0.305. (5) The peptide sequence is FSILNRKAI. The MHC is HLA-A24:02 with pseudo-sequence HLA-A24:02. The binding affinity (normalized) is 0.203.